Dataset: Forward reaction prediction with 1.9M reactions from USPTO patents (1976-2016). Task: Predict the product of the given reaction. (1) Given the reactants [CH3:1][C:2]1[CH:7]=[C:6]([N:8]2[CH2:12][CH2:11][CH:10]([N:13]3[CH2:17][CH2:16][CH2:15][CH:14]3[CH3:18])[CH2:9]2)[CH:5]=[CH:4][C:3]=1[NH2:19].[CH3:20][C:21]1[C:22]([C:32](O)=[O:33])=[N:23][N:24]([C:26]2[CH:31]=[CH:30][CH:29]=[CH:28][CH:27]=2)[N:25]=1, predict the reaction product. The product is: [CH3:1][C:2]1[CH:7]=[C:6]([N:8]2[CH2:12][CH2:11][CH:10]([N:13]3[CH2:17][CH2:16][CH2:15][CH:14]3[CH3:18])[CH2:9]2)[CH:5]=[CH:4][C:3]=1[NH:19][C:32]([C:22]1[C:21]([CH3:20])=[N:25][N:24]([C:26]2[CH:31]=[CH:30][CH:29]=[CH:28][CH:27]=2)[N:23]=1)=[O:33]. (2) Given the reactants [C:1]([SiH2:5][O:6][C:7]([CH3:16])([CH3:15])[C:8]1[CH:13]=[CH:12][N:11]=[C:10]([CH3:14])[CH:9]=1)([CH3:4])([CH3:3])[CH3:2].C1C=C(Cl)C=C(C(OO)=[O:25])C=1, predict the reaction product. The product is: [C:1]([SiH2:5][O:6][C:7]([CH3:16])([CH3:15])[C:8]1[CH:13]=[CH:12][N+:11]([O-:25])=[C:10]([CH3:14])[CH:9]=1)([CH3:4])([CH3:3])[CH3:2]. (3) Given the reactants Cl[C:2]1[C:3]([NH2:11])=[C:4]2[C:8](=[CH:9][CH:10]=1)[NH:7][N:6]=[CH:5]2.[CH3:12]O, predict the reaction product. The product is: [CH3:12][C:2]1[C:3]([NH2:11])=[C:4]2[C:8](=[CH:9][CH:10]=1)[NH:7][N:6]=[CH:5]2. (4) Given the reactants [NH2:1][C:2]1[C:3]2[C:10]([I:11])=[CH:9][N:8]([C@@H:12]3[O:16][C:15]([CH2:19][OH:20])([CH2:17][OH:18])[C@@H:14]([O:21][Si:22]([C:25]([CH3:28])([CH3:27])[CH3:26])([CH3:24])[CH3:23])[CH2:13]3)[C:4]=2[N:5]=[CH:6][N:7]=1, predict the reaction product. The product is: [NH2:1][C:2]1[C:3]2[C:10]([I:11])=[CH:9][N:8]([C@@H:12]3[O:16][C@@:15]([CH2:19][OH:20])([CH:17]=[O:18])[C@@H:14]([O:21][Si:22]([C:25]([CH3:28])([CH3:27])[CH3:26])([CH3:23])[CH3:24])[CH2:13]3)[C:4]=2[N:5]=[CH:6][N:7]=1. (5) The product is: [CH2:22]([S:19]([N:16]1[CH2:17][CH2:18][CH:13]([C:5]2[C:4]3[C:8](=[C:9]([C:11]#[N:12])[CH:10]=[C:2]([C:28]4[CH:29]=[CH:30][C:25]([F:24])=[CH:26][CH:27]=4)[CH:3]=3)[NH:7][N:6]=2)[CH2:14][CH2:15]1)(=[O:21])=[O:20])[CH3:23]. Given the reactants Br[C:2]1[CH:3]=[C:4]2[C:8](=[C:9]([C:11]#[N:12])[CH:10]=1)[NH:7][N:6]=[C:5]2[CH:13]1[CH2:18][CH2:17][N:16]([S:19]([CH2:22][CH3:23])(=[O:21])=[O:20])[CH2:15][CH2:14]1.[F:24][C:25]1[CH:30]=[CH:29][C:28](B(O)O)=[CH:27][CH:26]=1.C(=O)([O-])[O-].[K+].[K+], predict the reaction product. (6) Given the reactants [F:1][C:2]([F:8])([F:7])[S:3]([O-:6])(=[O:5])=[O:4].[CH3:9][N+:10]12[CH2:17][CH2:16][N:13]([CH2:14][CH2:15]1)[CH2:12][CH2:11]2.[F:18][C:19]([F:25])([F:24])[S:20]([O-:23])(=[O:22])=[O:21].[Na+].N#N, predict the reaction product. The product is: [F:1][C:2]([F:8])([F:7])[S:3]([O-:6])(=[O:5])=[O:4].[F:18][C:19]([F:25])([F:24])[S:20]([O-:23])(=[O:22])=[O:21].[F:18][N+:13]12[CH2:16][CH2:17][N+:10]([CH3:9])([CH2:15][CH2:14]1)[CH2:11][CH2:12]2. (7) Given the reactants [F:1]/[C:2](/[C:14]1[CH:18]=[C:17]([CH3:19])[NH:16][N:15]=1)=[CH:3]\[C:4]1[CH:9]=[CH:8][C:7]([Si:10]([CH3:13])([CH3:12])[CH3:11])=[CH:6][CH:5]=1.Br[CH2:21][C:22]1[CH:23]=[C:24]([CH:29]=[CH:30][CH:31]=1)[C:25]([O:27][CH3:28])=[O:26].O, predict the reaction product. The product is: [F:1]/[C:2](/[C:14]1[CH:18]=[C:17]([CH3:19])[N:16]([CH2:21][C:22]2[CH:23]=[C:24]([CH:29]=[CH:30][CH:31]=2)[C:25]([O:27][CH3:28])=[O:26])[N:15]=1)=[CH:3]\[C:4]1[CH:5]=[CH:6][C:7]([Si:10]([CH3:11])([CH3:12])[CH3:13])=[CH:8][CH:9]=1.